Dataset: Forward reaction prediction with 1.9M reactions from USPTO patents (1976-2016). Task: Predict the product of the given reaction. (1) Given the reactants Cl[CH2:2][N:3]1[CH:7]=[CH:6][C:5]([C:8]([F:14])([F:13])[C:9]([F:12])([F:11])[F:10])=[N:4]1.[F:15][C:16]([F:25])([F:24])[CH2:17][CH2:18][CH:19]([C:22]#[N:23])[C:20]#[N:21].C(=O)([O-])[O-].[K+].[K+].O, predict the reaction product. The product is: [F:13][C:8]([F:14])([C:5]1[CH:6]=[CH:7][N:3]([CH2:2][C:19]([CH2:18][CH2:17][C:16]([F:15])([F:24])[F:25])([C:20]#[N:21])[C:22]#[N:23])[N:4]=1)[C:9]([F:12])([F:11])[F:10]. (2) Given the reactants [OH:1][C@H:2]([CH2:6][CH:7]1[CH2:12][CH2:11][O:10][CH2:9][CH2:8]1)[C:3]([OH:5])=[O:4].[CH3:13]O, predict the reaction product. The product is: [OH:1][C@H:2]([CH2:6][CH:7]1[CH2:8][CH2:9][O:10][CH2:11][CH2:12]1)[C:3]([O:5][CH3:13])=[O:4]. (3) Given the reactants [CH3:1][C:2]([C:4]1[CH:9]=[CH:8][C:7]([I:10])=[CH:6][CH:5]=1)=O.Cl.[CH3:12][O:13][NH2:14].C(N(CC)CC)C, predict the reaction product. The product is: [CH3:12][O:13][N:14]=[C:2]([C:4]1[CH:9]=[CH:8][C:7]([I:10])=[CH:6][CH:5]=1)[CH3:1]. (4) Given the reactants [Cl:1][C:2]1[CH:3]=[C:4]([CH:12]=[O:13])[C:5]2[O:10][CH2:9][CH2:8][O:7][C:6]=2[CH:11]=1.[CH3:14][Mg+].[Br-], predict the reaction product. The product is: [Cl:1][C:2]1[CH:3]=[C:4]([CH:12]([OH:13])[CH3:14])[C:5]2[O:10][CH2:9][CH2:8][O:7][C:6]=2[CH:11]=1. (5) The product is: [CH:50]1([NH:53][C:26]([C:24]2[CH:23]=[CH:22][C:20]3[CH:21]=[C:17]([C:15]([NH:14][CH:3]([C:4]4[CH:9]=[CH:8][CH:7]=[C:6]([C:10]([F:12])([F:11])[F:13])[CH:5]=4)[C:2]([F:30])([F:1])[F:29])=[O:16])[O:18][C:19]=3[CH:25]=2)=[O:27])[CH2:52][CH2:51]1. Given the reactants [F:1][C:2]([F:30])([F:29])[CH:3]([NH:14][C:15]([C:17]1[O:18][C:19]2[CH:25]=[C:24]([C:26](O)=[O:27])[CH:23]=[CH:22][C:20]=2[CH:21]=1)=[O:16])[C:4]1[CH:9]=[CH:8][CH:7]=[C:6]([C:10]([F:13])([F:12])[F:11])[CH:5]=1.O.[Cl-].COC1N=C(OC)N=C([N+]2(C)CCOCC2)N=1.[CH:50]1([NH2:53])[CH2:52][CH2:51]1.Cl, predict the reaction product. (6) Given the reactants [C:1]1([C@H:7]([O:9][C:10](=[O:35])[NH:11][C:12]2[C:13]([CH3:34])=[N:14][O:15][C:16]=2[C:17]2[CH:22]=[CH:21][C:20]([C:23]3[CH:28]=[CH:27][C:26]([C:29]4([C:32]#[N:33])[CH2:31][CH2:30]4)=[CH:25][CH:24]=3)=[CH:19][CH:18]=2)[CH3:8])[CH:6]=[CH:5][CH:4]=[CH:3][CH:2]=1.CN(C)CCO.Cl.[N-:43]=[N+:44]=[N-:45].[Na+], predict the reaction product. The product is: [C:1]1([C@H:7]([O:9][C:10](=[O:35])[NH:11][C:12]2[C:13]([CH3:34])=[N:14][O:15][C:16]=2[C:17]2[CH:22]=[CH:21][C:20]([C:23]3[CH:24]=[CH:25][C:26]([C:29]4([C:32]5[NH:45][N:44]=[N:43][N:33]=5)[CH2:30][CH2:31]4)=[CH:27][CH:28]=3)=[CH:19][CH:18]=2)[CH3:8])[CH:6]=[CH:5][CH:4]=[CH:3][CH:2]=1. (7) The product is: [CH2:1]([O:3][C:4](=[O:25])[CH2:5][C:6]1[CH:7]=[C:8]([C:14]2[CH:19]=[CH:18][C:17]([N+:20]([O-:22])=[O:21])=[CH:16][C:15]=2[CH2:23][NH:28][CH2:26][CH3:27])[C:9]([O:12][CH3:13])=[CH:10][CH:11]=1)[CH3:2]. Given the reactants [CH2:1]([O:3][C:4](=[O:25])[CH2:5][C:6]1[CH:7]=[C:8]([C:14]2[CH:19]=[CH:18][C:17]([N+:20]([O-:22])=[O:21])=[CH:16][C:15]=2[CH:23]=O)[C:9]([O:12][CH3:13])=[CH:10][CH:11]=1)[CH3:2].[CH2:26]([NH2:28])[CH3:27], predict the reaction product.